This data is from HIV replication inhibition screening data with 41,000+ compounds from the AIDS Antiviral Screen. The task is: Binary Classification. Given a drug SMILES string, predict its activity (active/inactive) in a high-throughput screening assay against a specified biological target. (1) The molecule is COC(=O)C1Cc2c(n(Cc3ccccc3)c3ccccc23)C(CCC(=O)O)N1C(C)C. The result is 0 (inactive). (2) The drug is CC(=O)Oc1ccc2cc(-c3ccc(OC(C)=O)c(OC(C)=O)c3)c(=O)oc2c1. The result is 0 (inactive). (3) The molecule is CCOC(=O)C12CCCC1(O)N(NC(=O)c1cccc(Cl)c1)C(C)=C2C(=O)OC. The result is 0 (inactive).